From a dataset of Full USPTO retrosynthesis dataset with 1.9M reactions from patents (1976-2016). Predict the reactants needed to synthesize the given product. (1) Given the product [C:1]([O:5][C:6]([N:8]1[CH2:13][CH2:12][CH:11]([CH2:14][Br:36])[CH2:10][CH2:9]1)=[O:7])([CH3:4])([CH3:3])[CH3:2], predict the reactants needed to synthesize it. The reactants are: [C:1]([O:5][C:6]([N:8]1[CH2:13][CH2:12][CH:11]([CH2:14]O)[CH2:10][CH2:9]1)=[O:7])([CH3:4])([CH3:3])[CH3:2].C1(P(C2C=CC=CC=2)C2C=CC=CC=2)C=CC=CC=1.C(Br)(Br)(Br)[Br:36]. (2) The reactants are: [Cl:1][C:2]1[CH:9]=[C:8]([OH:10])[CH:7]=[C:6]([F:11])[C:3]=1[CH:4]=[O:5].[C:12]([O-])([O-])=O.[K+].[K+].IC. Given the product [Cl:1][C:2]1[CH:9]=[C:8]([O:10][CH3:12])[CH:7]=[C:6]([F:11])[C:3]=1[CH:4]=[O:5], predict the reactants needed to synthesize it. (3) Given the product [CH3:33][S:34]([O:14][C@@H:12]([CH3:13])[CH2:11][C:2]1[S:1][CH:5]=[CH:4][CH:3]=1)(=[O:36])=[O:35], predict the reactants needed to synthesize it. The reactants are: [S:1]1[CH:5]=[CH:4][CH:3]=[CH:2]1.[Li]CCCC.[CH2:11]1[O:14][C@H:12]1[CH3:13].B(F)(F)F.CCOCC.CCN(C(C)C)C(C)C.[CH3:33][S:34](Cl)(=[O:36])=[O:35]. (4) Given the product [CH3:33][C:2]1([OH:1])[C:11]2[C:6](=[N:7][C:8]([C:19]3[CH:24]=[CH:23][C:22]([CH3:25])=[CH:21][CH:20]=3)=[C:9]([C:12]3[CH:13]=[CH:14][C:15]([CH3:18])=[CH:16][CH:17]=3)[N:10]=2)[NH:5][CH2:4][CH2:3]1, predict the reactants needed to synthesize it. The reactants are: [OH:1][C:2]1([CH3:33])[C:11]2[C:6](=[N:7][C:8]([C:19]3[CH:24]=[CH:23][C:22]([CH3:25])=[CH:21][CH:20]=3)=[C:9]([C:12]3[CH:17]=[CH:16][C:15]([CH3:18])=[CH:14][CH:13]=3)[N:10]=2)[N:5](C(OC(C)(C)C)=O)[CH2:4][CH2:3]1.O1CCOCC1. (5) Given the product [CH2:1]([NH:8][C:9]1[N:14]2[N:15]=[CH:16][C:17]([C:18]([NH:42][S:39]([CH3:38])(=[O:41])=[O:40])=[O:19])=[C:13]2[N:12]=[CH:11][C:10]=1[C:21]([N:23]1[CH2:24][CH2:25][C:26]2([C:36]3[C:31](=[CH:32][CH:33]=[CH:34][CH:35]=3)[C:30](=[O:37])[O:29]2)[CH2:27][CH2:28]1)=[O:22])[C:2]1[CH:3]=[CH:4][CH:5]=[CH:6][CH:7]=1, predict the reactants needed to synthesize it. The reactants are: [CH2:1]([NH:8][C:9]1[N:14]2[N:15]=[CH:16][C:17]([C:18](O)=[O:19])=[C:13]2[N:12]=[CH:11][C:10]=1[C:21]([N:23]1[CH2:28][CH2:27][C:26]2([C:36]3[C:31](=[CH:32][CH:33]=[CH:34][CH:35]=3)[C:30](=[O:37])[O:29]2)[CH2:25][CH2:24]1)=[O:22])[C:2]1[CH:7]=[CH:6][CH:5]=[CH:4][CH:3]=1.[CH3:38][S:39]([NH2:42])(=[O:41])=[O:40]. (6) Given the product [CH3:12][O:13][C:14]1[CH:15]=[C:16](/[C:17](=[CH:6]/[C:5]2[CH:8]=[CH:9][CH:10]=[CH:11][C:4]=2[N+:1]([O-:3])=[O:2])/[C:18]#[N:19])[CH:20]=[CH:21][C:22]=1[O:23][CH3:24], predict the reactants needed to synthesize it. The reactants are: [N+:1]([C:4]1[CH:11]=[CH:10][CH:9]=[CH:8][C:5]=1[CH:6]=O)([O-:3])=[O:2].[CH3:12][O:13][C:14]1[CH:15]=[C:16]([CH:20]=[CH:21][C:22]=1[O:23][CH3:24])[CH2:17][C:18]#[N:19].